From a dataset of Catalyst prediction with 721,799 reactions and 888 catalyst types from USPTO. Predict which catalyst facilitates the given reaction. (1) Reactant: [NH:1]1[CH2:6][CH2:5][CH:4]([CH2:7][OH:8])[CH2:3][CH2:2]1.CCN(C(C)C)C(C)C.[CH:18]([O:21][C:22](Cl)=[O:23])([CH3:20])[CH3:19]. Product: [CH:18]([O:21][C:22]([N:1]1[CH2:6][CH2:5][CH:4]([CH2:7][OH:8])[CH2:3][CH2:2]1)=[O:23])([CH3:20])[CH3:19]. The catalyst class is: 390. (2) Reactant: CS[C:3]1[N:8]=[C:7]([C:9]2[CH:14]=[CH:13][CH:12]=[CH:11][N:10]=2)[N:6]=[CH:5][N:4]=1.O.[NH2:16][NH2:17]. Product: [N:10]1[CH:11]=[CH:12][CH:13]=[CH:14][C:9]=1[C:7]1[N:6]=[CH:5][N:4]=[C:3]([NH:16][NH2:17])[N:8]=1. The catalyst class is: 8. (3) Reactant: C1([CH:7]([C:16]2[CH:21]=[CH:20][CH:19]=[CH:18][CH:17]=2)[C@@H:8]([O:12][CH2:13][CH:14]=C)[CH2:9][CH:10]=C)C=CC=CC=1. Product: [CH:7]([C@@H:8]1[CH2:9][CH:10]=[CH:14][CH2:13][O:12]1)([C:16]1[CH:21]=[CH:20][CH:19]=[CH:18][CH:17]=1)[C:16]1[CH:17]=[CH:18][CH:19]=[CH:20][CH:21]=1. The catalyst class is: 48.